From a dataset of Forward reaction prediction with 1.9M reactions from USPTO patents (1976-2016). Predict the product of the given reaction. (1) The product is: [Br:15][C:13]1[CH:12]=[CH:11][C:10]2[O:16][C:2](=[S:3])[NH:8][C:9]=2[CH:14]=1. Given the reactants O(CC)[C:2]([S-])=[S:3].[K+].[NH2:8][C:9]1[CH:14]=[C:13]([Br:15])[CH:12]=[CH:11][C:10]=1[OH:16], predict the reaction product. (2) Given the reactants [C:1]([O:5][CH2:6][CH2:7][CH2:8][CH2:9][CH2:10][CH2:11][CH2:12][CH2:13][CH2:14][CH2:15][CH2:16][CH2:17][CH2:18][CH2:19][CH2:20][CH2:21][CH2:22][CH2:23][CH2:24][CH2:25][CH2:26][CH3:27])(=[O:4])[CH:2]=[CH2:3].[C:28]([O:33][CH2:34][CH2:35][CH2:36][CH2:37][CH2:38][CH2:39][CH2:40][CH2:41][CH2:42][CH2:43][CH2:44][CH3:45])(=[O:32])[C:29]([CH3:31])=[CH2:30].[CH2:46]=[CH:47][C:48]1[CH:53]=[CH:52][CH:51]=[CH:50][CH:49]=1, predict the reaction product. The product is: [C:1]([O:5][CH2:6][CH2:7][CH2:8][CH2:9][CH2:10][CH2:11][CH2:12][CH2:13][CH2:14][CH2:15][CH2:16][CH2:17][CH2:18][CH2:19][CH2:20][CH2:21][CH2:22][CH2:23][CH2:24][CH2:25][CH2:26][CH3:27])(=[O:4])[CH:2]=[CH2:3].[C:28]([O:33][CH2:34][CH2:35][CH2:36][CH2:37][CH2:38][CH2:39][CH2:40][CH2:41][CH2:42][CH2:43][CH2:44][CH3:45])(=[O:32])[C:29]([CH3:31])=[CH2:30].[CH2:46]=[CH:47][C:48]1[CH:53]=[CH:52][CH:51]=[CH:50][CH:49]=1.